From a dataset of Full USPTO retrosynthesis dataset with 1.9M reactions from patents (1976-2016). Predict the reactants needed to synthesize the given product. (1) Given the product [CH:28]1([NH:30][C:21]([C:15]2[N:14]=[N:13][N:12]([C:9]3[CH:8]=[CH:7][C:6]([C:4]([NH:3][CH2:1][CH3:2])=[O:5])=[CH:11][CH:10]=3)[C:16]=2[CH:17]=[C:18]([CH3:20])[CH3:19])=[O:23])[CH2:29][CH2:27]1, predict the reactants needed to synthesize it. The reactants are: [CH2:1]([NH:3][C:4]([C:6]1[CH:11]=[CH:10][C:9]([N:12]2[C:16]([CH:17]=[C:18]([CH3:20])[CH3:19])=[C:15]([C:21]([OH:23])=O)[N:14]=[N:13]2)=[CH:8][CH:7]=1)=[O:5])[CH3:2].C1C=C[C:27]2N(O)N=[N:30][C:28]=2[CH:29]=1.C1(N)CC1.CCN=C=NCCCN(C)C. (2) The reactants are: [CH2:1]([O:3][C:4](=[O:22])[C:5]([CH3:21])([O:14][C:15]1[CH:20]=[CH:19][CH:18]=[CH:17][CH:16]=1)[CH2:6][C:7]1[CH:12]=[CH:11][CH:10]=[C:9]([OH:13])[CH:8]=1)[CH3:2].[CH3:23][N:24]1[CH:28]([CH2:29][CH2:30]OS(C2C=CC(C)=CC=2)(=O)=O)[CH2:27][N:26]([CH2:42][C:43]2[CH:48]=[CH:47][C:46]([C:49]([F:52])([F:51])[F:50])=[CH:45][CH:44]=2)[C:25]1=[O:53].C([O-])([O-])=O.[Cs+].[Cs+]. Given the product [CH2:1]([O:3][C:4](=[O:22])[C:5]([CH3:21])([O:14][C:15]1[CH:20]=[CH:19][C:18]([C:49]([F:52])([F:51])[F:50])=[CH:17][CH:16]=1)[CH2:6][C:7]1[CH:12]=[CH:11][CH:10]=[C:9]([O:13][CH2:30][CH2:29][CH:28]2[CH2:27][N:26]([CH2:42][C:43]3[CH:48]=[CH:47][C:46]([C:49]([F:52])([F:51])[F:50])=[CH:45][CH:44]=3)[C:25](=[O:53])[N:24]2[CH3:23])[CH:8]=1)[CH3:2], predict the reactants needed to synthesize it. (3) Given the product [Cl:1][C:2]1[CH:3]=[C:4]2[C:10]([CH:22]=[O:23])=[CH:9][NH:8][C:5]2=[N:6][CH:7]=1, predict the reactants needed to synthesize it. The reactants are: [Cl:1][C:2]1[CH:3]=[C:4]2[CH:10]=[CH:9][NH:8][C:5]2=[N:6][CH:7]=1.C1N2CN3CN(C2)CN1C3.C[C:22](O)=[O:23]. (4) Given the product [NH2:35][C:20]1[C:21]([NH:23][C@H:24]2[C:33]3[C:28](=[C:29]([F:34])[CH:30]=[CH:31][CH:32]=3)[O:27][CH2:26][CH2:25]2)=[N:22][C:17]([NH:16][C:4]2[CH:3]=[C:2]([F:1])[CH:7]=[CH:6][C:5]=2[NH:8][C:9](=[O:15])[O:10][C:11]([CH3:13])([CH3:14])[CH3:12])=[N:18][CH:19]=1, predict the reactants needed to synthesize it. The reactants are: [F:1][C:2]1[CH:7]=[CH:6][C:5]([NH:8][C:9](=[O:15])[O:10][C:11]([CH3:14])([CH3:13])[CH3:12])=[C:4]([NH:16][C:17]2[N:22]=[C:21]([NH:23][C@H:24]3[C:33]4[C:28](=[C:29]([F:34])[CH:30]=[CH:31][CH:32]=4)[O:27][CH2:26][CH2:25]3)[C:20]([N+:35]([O-])=O)=[CH:19][N:18]=2)[CH:3]=1.S(S([O-])=O)([O-])=O.[Na+].[Na+].C(=O)(O)[O-].[Na+].[Cl-].[Na+]. (5) Given the product [CH2:1]([C:8]1[CH:9]=[N:10][C:11]2[C:16]([C:17]=1[C:18]1[CH:19]=[C:20]([NH:24][CH2:29][C:30]3[CH:37]=[CH:36][CH:35]=[C:32]([CH3:33])[CH:31]=3)[CH:21]=[CH:22][CH:23]=1)=[CH:15][CH:14]=[CH:13][C:12]=2[C:25]([F:28])([F:26])[F:27])[C:2]1[CH:3]=[CH:4][CH:5]=[CH:6][CH:7]=1, predict the reactants needed to synthesize it. The reactants are: [CH2:1]([C:8]1[CH:9]=[N:10][C:11]2[C:16]([C:17]=1[C:18]1[CH:19]=[C:20]([NH2:24])[CH:21]=[CH:22][CH:23]=1)=[CH:15][CH:14]=[CH:13][C:12]=2[C:25]([F:28])([F:27])[F:26])[C:2]1[CH:7]=[CH:6][CH:5]=[CH:4][CH:3]=1.[CH3:29][C:30]1[CH:31]=[C:32]([CH:35]=[CH:36][CH:37]=1)[CH:33]=O. (6) Given the product [C:12]([O:11][C:9]([NH:8][C@H:5]1[CH2:6][CH2:7][C@@H:2]([Cl:35])[CH:3]=[CH:4]1)=[O:10])([CH3:15])([CH3:14])[CH3:13], predict the reactants needed to synthesize it. The reactants are: O[C@H:2]1[CH2:7][CH2:6][C@H:5]([NH:8][C:9]([O:11][C:12]([CH3:15])([CH3:14])[CH3:13])=[O:10])[CH:4]=[CH:3]1.C1(P(C2C=CC=CC=2)C2C=CC=CC=2)C=CC=CC=1.[Cl:35]C(Cl)(Cl)C(C(Cl)(Cl)Cl)=O. (7) Given the product [CH3:1][C:2]1([CH3:18])[C:6]2[CH2:7][CH2:8][C:9]3[CH:10]=[N:11][CH:12]=[N:13][C:14]=3[C:5]=2[C:4]([CH3:16])([CH3:15])[CH:3]1[CH3:17].[CH3:1][C:2]1([CH3:18])[C:6]2=[CH:7][CH:8]=[C:9]3[C:14]([N:13]=[CH:12][N:11]=[CH:10]3)=[C:5]2[C:4]([CH3:16])([CH3:15])[CH:3]1[CH3:17], predict the reactants needed to synthesize it. The reactants are: [CH3:1][C:2]1([CH3:18])[C:6]2[CH2:7][CH2:8][C:9]3[CH:10]=[N:11][CH:12]=[N:13][C:14]=3[C:5]=2[C:4]([CH3:16])([CH3:15])[CH:3]1[CH3:17].S(=O)(=O)(O)O.